From a dataset of Reaction yield outcomes from USPTO patents with 853,638 reactions. Predict the reaction yield, written as a fraction of the theoretical maximum amount of product (1.0 means a 100% yield; for example, 0.34 means a 34% yield). (1) The reactants are Cl[C:2]1[N:7]=[N:6][C:5]([C:8]([F:11])([F:10])[F:9])=[C:4]([C:12]2[CH:17]=[CH:16][CH:15]=[CH:14][CH:13]=2)[CH:3]=1.[CH2:18]1[NH:23][CH2:22][CH2:21][N:20]2[CH2:24][CH2:25][CH2:26][CH:19]12.C(N(C(C)C)CC)(C)C.Cl. The catalyst is C(#N)C.ClCCl.C(OCC)C. The product is [C:12]1([C:4]2[CH:3]=[C:2]([N:23]3[CH2:22][CH2:21][N:20]4[CH2:24][CH2:25][CH2:26][CH:19]4[CH2:18]3)[N:7]=[N:6][C:5]=2[C:8]([F:11])([F:10])[F:9])[CH:17]=[CH:16][CH:15]=[CH:14][CH:13]=1. The yield is 0.540. (2) The reactants are F[C:2]1[CH:7]=[CH:6][C:5]([N+:8]([O-:10])=[O:9])=[CH:4][CH:3]=1.[NH:11]([CH2:15][CH2:16][OH:17])[CH2:12][CH2:13][OH:14]. The catalyst is CO.ClCCl. The product is [OH:14][CH2:13][CH2:12][N:11]([C:2]1[CH:7]=[CH:6][C:5]([N+:8]([O-:10])=[O:9])=[CH:4][CH:3]=1)[CH2:15][CH2:16][OH:17]. The yield is 0.850. (3) The reactants are [C:1]([C:5]1[O:9][N:8]=[C:7]([NH:10][C:11]([NH:13][C:14]2[CH:19]=[CH:18][CH:17]=[C:16]([OH:20])[CH:15]=2)=[O:12])[CH:6]=1)([CH3:4])([CH3:3])[CH3:2].Cl[C:22]1[C:31]2[C:26](=[CH:27][CH:28]=[C:29]([I:32])[CH:30]=2)[N:25]=[CH:24][N:23]=1.C([O-])([O-])=O.[Cs+].[Cs+]. The catalyst is C(O)(C)C. The product is [C:1]([C:5]1[O:9][N:8]=[C:7]([NH:10][C:11]([NH:13][C:14]2[CH:19]=[CH:18][CH:17]=[C:16]([O:20][C:22]3[C:31]4[C:26](=[CH:27][CH:28]=[C:29]([I:32])[CH:30]=4)[N:25]=[CH:24][N:23]=3)[CH:15]=2)=[O:12])[CH:6]=1)([CH3:4])([CH3:2])[CH3:3]. The yield is 0.690. (4) The reactants are [NH2:1][CH:2]([CH3:12])[CH2:3][NH:4][C:5](=[O:11])[O:6][C:7]([CH3:10])([CH3:9])[CH3:8].[OH:13][C:14]1[CH:22]=[CH:21][CH:20]=[CH:19][C:15]=1[C:16](O)=[O:17].N1C=CN=C1.C1CCC(N=C=NC2CCCCC2)CC1. The catalyst is CCOC(C)=O. The product is [OH:13][C:14]1[CH:22]=[CH:21][CH:20]=[CH:19][C:15]=1[C:16]([NH:1][CH:2]([CH3:12])[CH2:3][NH:4][C:5](=[O:11])[O:6][C:7]([CH3:8])([CH3:10])[CH3:9])=[O:17]. The yield is 0.400. (5) The reactants are CC1C=CC(S(O[CH2:12][CH2:13][N:14]2[CH:18]=[C:17]([I:19])[CH:16]=[N:15]2)(=O)=O)=CC=1.[CH3:20][N:21]1[CH2:26][CH2:25][NH:24][CH2:23][CH2:22]1. The catalyst is C(#N)C. The product is [I:19][C:17]1[CH:16]=[N:15][N:14]([CH2:13][CH2:12][N:24]2[CH2:25][CH2:26][N:21]([CH3:20])[CH2:22][CH2:23]2)[CH:18]=1. The yield is 0.680.